From a dataset of Full USPTO retrosynthesis dataset with 1.9M reactions from patents (1976-2016). Predict the reactants needed to synthesize the given product. (1) Given the product [Cl:23][C:24]1[C:29]([Cl:30])=[CH:28][CH:27]=[CH:26][C:25]=1[N:31]1[CH2:36][CH2:35][N:34]([CH2:2][CH2:3][CH2:4][CH2:5][CH2:6][O:7][C:8]2[CH:9]=[CH:10][C:11]3[C:17]([CH3:19])([CH3:18])[CH2:16][CH2:15][C:14](=[O:20])[NH:13][C:12]=3[CH:21]=2)[CH2:33][CH2:32]1, predict the reactants needed to synthesize it. The reactants are: Br[CH2:2][CH2:3][CH2:4][CH2:5][CH2:6][O:7][C:8]1[CH:9]=[CH:10][C:11]2[C:17]([CH3:19])([CH3:18])[CH2:16][CH2:15][C:14](=[O:20])[NH:13][C:12]=2[CH:21]=1.Cl.[Cl:23][C:24]1[C:29]([Cl:30])=[CH:28][CH:27]=[CH:26][C:25]=1[N:31]1[CH2:36][CH2:35][NH:34][CH2:33][CH2:32]1.[I-].[Na+].C(=O)([O-])[O-].[K+].[K+]. (2) Given the product [OH:23][NH:24][C:12](=[NH:13])[C:11]1[CH:10]=[CH:9][C:8]([C:5]2[CH:4]=[CH:3][C:2](=[O:1])[NH:7][N:6]=2)=[CH:15][CH:14]=1, predict the reactants needed to synthesize it. The reactants are: [O:1]=[C:2]1[NH:7][N:6]=[C:5]([C:8]2[CH:15]=[CH:14][C:11]([C:12]#[N:13])=[CH:10][CH:9]=2)[CH:4]=[CH:3]1.C(=O)([O-])[O-].[K+].[K+].[Cl-].[OH:23][NH3+:24]. (3) Given the product [CH3:28][C:27]1[N:26]([C:29]2[CH:34]=[CH:33][CH:32]=[C:31]([C:35]([F:38])([F:36])[F:37])[CH:30]=2)[C:25](=[O:39])[C:24]([C:40]([NH:42][CH2:43][C:44]2[CH:45]=[CH:46][C:47]([S:50]([CH3:53])(=[O:52])=[O:51])=[CH:48][CH:49]=2)=[O:41])=[CH:23][C:22]=1[S:6][C:7]1[CH:8]=[CH:9][CH:10]=[CH:11][CH:12]=1, predict the reactants needed to synthesize it. The reactants are: C([Sn](CCCC)(CCCC)[S:6][C:7]1[CH:12]=[CH:11][CH:10]=[CH:9][CH:8]=1)CCC.I[C:22]1[CH:23]=[C:24]([C:40]([NH:42][CH2:43][C:44]2[CH:49]=[CH:48][C:47]([S:50]([CH3:53])(=[O:52])=[O:51])=[CH:46][CH:45]=2)=[O:41])[C:25](=[O:39])[N:26]([C:29]2[CH:34]=[CH:33][CH:32]=[C:31]([C:35]([F:38])([F:37])[F:36])[CH:30]=2)[C:27]=1[CH3:28].